From a dataset of Full USPTO retrosynthesis dataset with 1.9M reactions from patents (1976-2016). Predict the reactants needed to synthesize the given product. The reactants are: Br[C:2]1[C:7]2[NH:8][C:9]([N:11]3[CH2:16][CH2:15][N:14]([C:17]4[N:22]=[CH:21][C:20]([CH2:23][OH:24])=[CH:19][C:18]=4[Cl:25])[CH2:13][C@H:12]3[CH3:26])=[N:10][C:6]=2[CH:5]=[C:4]([C:27]([F:30])([F:29])[F:28])[CH:3]=1.[F:31][C:32]([F:43])([F:42])[C:33]1[CH:38]=[CH:37][C:36](B(O)O)=[CH:35][CH:34]=1. Given the product [Cl:25][C:18]1[CH:19]=[C:20]([CH2:23][OH:24])[CH:21]=[N:22][C:17]=1[N:14]1[CH2:15][CH2:16][N:11]([C:9]2[NH:8][C:7]3[C:2]([C:36]4[CH:37]=[CH:38][C:33]([C:32]([F:43])([F:42])[F:31])=[CH:34][CH:35]=4)=[CH:3][C:4]([C:27]([F:30])([F:29])[F:28])=[CH:5][C:6]=3[N:10]=2)[C@H:12]([CH3:26])[CH2:13]1, predict the reactants needed to synthesize it.